This data is from Full USPTO retrosynthesis dataset with 1.9M reactions from patents (1976-2016). The task is: Predict the reactants needed to synthesize the given product. (1) Given the product [F:1][C:2]1[C:3]([C:8]2([CH2:12][NH:13][C:14]3[N:19]=[N:18][C:17]([C:20]4[O:24][N:23]=[C:22]([C:25]([NH2:35])=[O:26])[CH:21]=4)=[CH:16][CH:15]=3)[CH2:11][CH2:10][CH2:9]2)=[N:4][CH:5]=[CH:6][CH:7]=1, predict the reactants needed to synthesize it. The reactants are: [F:1][C:2]1[C:3]([C:8]2([CH2:12][NH:13][C:14]3[N:19]=[N:18][C:17]([C:20]4[O:24][N:23]=[C:22]([C:25](OCC)=[O:26])[CH:21]=4)=[CH:16][CH:15]=3)[CH2:11][CH2:10][CH2:9]2)=[N:4][CH:5]=[CH:6][CH:7]=1.[Li+].[OH-].[NH4+].[Cl-].C[N:35](C(ON1N=NC2C=CC=CC1=2)=[N+](C)C)C.F[P-](F)(F)(F)(F)F.CCN(C(C)C)C(C)C. (2) Given the product [CH2:1]([O:5][CH2:6][CH2:7][O:8][C:9]1[CH:10]=[CH:11][C:12]([C:15]2[CH:16]=[CH:17][C:18]3[NH:24][CH2:23][CH2:22][C:21]([C:31]([NH:33][C:34]4[CH:39]=[CH:38][C:37]([CH:40]([OH:49])[C:41]5[CH:46]=[C:45]([CH3:47])[CH:44]=[CH:43][N+:42]=5[O-:48])=[C:36]([C:50]([F:53])([F:51])[F:52])[CH:35]=4)=[O:32])=[CH:20][C:19]=3[CH:54]=2)=[CH:13][CH:14]=1)[CH2:2][CH2:3][CH3:4], predict the reactants needed to synthesize it. The reactants are: [CH2:1]([O:5][CH2:6][CH2:7][O:8][C:9]1[CH:14]=[CH:13][C:12]([C:15]2[CH:16]=[CH:17][C:18]3[N:24](C(=O)C(F)(F)F)[CH2:23][CH2:22][C:21]([C:31]([NH:33][C:34]4[CH:39]=[CH:38][C:37]([CH:40]([OH:49])[C:41]5[CH:46]=[C:45]([CH3:47])[CH:44]=[CH:43][N+:42]=5[O-:48])=[C:36]([C:50]([F:53])([F:52])[F:51])[CH:35]=4)=[O:32])=[CH:20][C:19]=3[CH:54]=2)=[CH:11][CH:10]=1)[CH2:2][CH2:3][CH3:4].[BH4-].[Na+]. (3) Given the product [NH2:29][C:30]1[N:35]=[CH:34][C:33](/[CH:36]=[CH:37]/[C:38]([N:12]([CH2:11][C:4]2[C:3]3[C:7](=[CH:8][CH:9]=[CH:10][C:2]=3[F:1])[NH:6][CH:5]=2)[CH3:13])=[O:40])=[CH:32][CH:31]=1, predict the reactants needed to synthesize it. The reactants are: [F:1][C:2]1[CH:10]=[CH:9][CH:8]=[C:7]2[C:3]=1[C:4]([CH2:11][NH:12][CH3:13])=[CH:5][NH:6]2.CNCC1C2C=CC=CC=2N2CCCC=12.[NH2:29][C:30]1[N:35]=[CH:34][C:33](/[CH:36]=[CH:37]/[C:38]([OH:40])=O)=[CH:32][CH:31]=1.Cl.O=C1NC2N=CC(/C=C/C(O)=O)=CC=2CC1. (4) Given the product [F:1][C:2]1[CH:46]=[C:45]([F:47])[CH:44]=[CH:43][C:3]=1[O:4][C:5]1[CH:10]=[CH:9][C:8]([NH:11][S:12]([CH2:15][CH3:16])(=[O:14])=[O:13])=[CH:7][C:6]=1[C:22]1[C:23]2[CH:32]=[CH:31][NH:30][C:24]=2[C:25](=[O:29])[N:26]([CH3:28])[CH:27]=1, predict the reactants needed to synthesize it. The reactants are: [F:1][C:2]1[CH:46]=[C:45]([F:47])[CH:44]=[CH:43][C:3]=1[O:4][C:5]1[CH:10]=[CH:9][C:8]([N:11](S(CC)(=O)=O)[S:12]([CH2:15][CH3:16])(=[O:14])=[O:13])=[CH:7][C:6]=1[C:22]1[C:23]2[CH:32]=[CH:31][N:30](S(C3C=CC(C)=CC=3)(=O)=O)[C:24]=2[C:25](=[O:29])[N:26]([CH3:28])[CH:27]=1.[OH-].[K+]. (5) Given the product [CH3:1][O:2][C:3]1[CH:12]=[CH:11][C:10]2[C:5](=[C:6]([CH2:13][CH2:14][N:15]3[CH2:16][CH2:17][N:18]([N:33]=[O:34])[CH2:19][CH2:20]3)[CH:7]=[CH:8][N:9]=2)[N:4]=1, predict the reactants needed to synthesize it. The reactants are: [CH3:1][O:2][C:3]1[CH:12]=[CH:11][C:10]2[C:5](=[C:6]([CH2:13][CH2:14][N:15]3[CH2:20][CH2:19][NH:18][CH2:17][CH2:16]3)[CH:7]=[CH:8][N:9]=2)[N:4]=1.CC1C=CC(S(N([N:33]=[O:34])C)(=O)=O)=CC=1.